Dataset: Full USPTO retrosynthesis dataset with 1.9M reactions from patents (1976-2016). Task: Predict the reactants needed to synthesize the given product. (1) The reactants are: [CH2:1]([O:3][C:4]([C:6]1([C:9]2[CH:14]=[CH:13][C:12]([C:15]3[CH:20]=[CH:19][C:18]([C:21]4[O:25][N:24]=[C:23]([CH3:26])[C:22]=4[NH2:27])=[CH:17][CH:16]=3)=[CH:11][CH:10]=2)[CH2:8][CH2:7]1)=[O:5])[CH3:2].[Cl:28][C:29]1[CH:39]=[CH:38][CH:37]=[CH:36][C:30]=1[CH2:31][S:32](Cl)(=[O:34])=[O:33]. Given the product [CH2:1]([O:3][C:4]([C:6]1([C:9]2[CH:10]=[CH:11][C:12]([C:15]3[CH:20]=[CH:19][C:18]([C:21]4[O:25][N:24]=[C:23]([CH3:26])[C:22]=4[NH:27][S:32]([CH2:31][C:30]4[CH:36]=[CH:37][CH:38]=[CH:39][C:29]=4[Cl:28])(=[O:33])=[O:34])=[CH:17][CH:16]=3)=[CH:13][CH:14]=2)[CH2:8][CH2:7]1)=[O:5])[CH3:2], predict the reactants needed to synthesize it. (2) Given the product [CH2:42]([O:39][C@H:11]1[C@H:12]([O:38][CH2:25][C:26]2[CH:31]=[CH:30][CH:29]=[CH:28][CH:27]=2)[C@@H:13]([O:37][CH2:14][C:18]2[CH:23]=[CH:22][CH:21]=[CH:20][CH:19]=2)[C@@:14]([C:18]2[CH:23]=[CH:22][C:21]([Cl:24])=[C:20]([CH2:25][C:26]3[CH:31]=[CH:30][C:29]([O:32][C:33]([F:36])([F:35])[F:34])=[CH:28][CH:27]=3)[CH:19]=2)([O:16][CH3:17])[O:15][C@@H:10]1[CH2:9][O:8][Si:1]([C:4]([CH3:6])([CH3:7])[CH3:5])([CH3:3])[CH3:2])[C:43]1[CH:48]=[CH:47][CH:46]=[CH:45][CH:44]=1, predict the reactants needed to synthesize it. The reactants are: [Si:1]([O:8][CH2:9][C@H:10]1[O:15][C@:14]([C:18]2[CH:23]=[CH:22][C:21]([Cl:24])=[C:20]([CH2:25][C:26]3[CH:31]=[CH:30][C:29]([O:32][C:33]([F:36])([F:35])[F:34])=[CH:28][CH:27]=3)[CH:19]=2)([O:16][CH3:17])[C@H:13]([OH:37])[C@@H:12]([OH:38])[C@@H:11]1[OH:39])([C:4]([CH3:7])([CH3:6])[CH3:5])([CH3:3])[CH3:2].[H-].[Na+].[CH2:42](Br)[C:43]1[CH:48]=[CH:47][CH:46]=[CH:45][CH:44]=1. (3) Given the product [Si:1]([O:8][CH2:9][C:10]1[N:11]([CH3:26])[C:12]2[C:17]([CH:18]=1)=[CH:16][C:15]1[CH:19]([OH:25])[CH2:20][CH2:21][CH2:22][CH2:23][CH2:24][C:14]=1[CH:13]=2)([C:4]([CH3:7])([CH3:6])[CH3:5])([CH3:3])[CH3:2], predict the reactants needed to synthesize it. The reactants are: [Si:1]([O:8][CH2:9][C:10]1[N:11]([CH3:26])[C:12]2[C:17]([CH:18]=1)=[CH:16][C:15]1[CH:19]([OH:25])[CH2:20][CH2:21][CH2:22][CH:23]=[CH:24][C:14]=1[CH:13]=2)([C:4]([CH3:7])([CH3:6])[CH3:5])([CH3:3])[CH3:2]. (4) Given the product [I:2]/[CH:3]=[CH:32]\[CH2:34][CH2:35][CH2:36][CH2:37][CH2:38][CH2:39][CH2:40][C:41]([O:43][CH3:44])=[O:42], predict the reactants needed to synthesize it. The reactants are: [I-].[I:2][CH2:3][P+](C1C=CC=CC=1)(C1C=CC=CC=1)C1C=CC=CC=1.CN1CCCN(C)C1=O.[CH:32]([CH2:34][CH2:35][CH2:36][CH2:37][CH2:38][CH2:39][CH2:40][C:41]([O:43][CH3:44])=[O:42])=O. (5) Given the product [CH3:1][NH:2][C:3]([C:5]1[CH:14]=[CH:13][C:12]2[C:7](=[CH:8][CH:9]=[CH:10][C:11]=2[NH:15][CH2:16][C:17]([OH:35])([C:31]([F:32])([F:33])[F:34])[CH2:18][C:19]([C:22]2[CH:27]=[C:26]([F:28])[CH:25]=[CH:24][C:23]=2[O:29][CH3:30])([CH3:21])[CH3:20])[N:6]=1)=[O:4], predict the reactants needed to synthesize it. The reactants are: [CH3:1][NH:2][C:3]([C:5]1[CH:14]=[CH:13][C:12]2[C:7](=[CH:8][CH:9]=[CH:10][C:11]=2[N:15]=[CH:16][C:17]([OH:35])([C:31]([F:34])([F:33])[F:32])[CH2:18][C:19]([C:22]2[CH:27]=[C:26]([F:28])[CH:25]=[CH:24][C:23]=2[O:29][CH3:30])([CH3:21])[CH3:20])[N:6]=1)=[O:4].[BH4-].[Na+].[Cl-].[Na+].C(OCC)(=O)C. (6) The reactants are: [O:1]([C:8]1[CH:13]=[CH:12][C:11]([C:14]2[C:22]3[C:17](=[N:18][CH:19]=[N:20][C:21]=3[NH2:23])[N:16]([C@@H:24]3[CH2:29][CH2:28][CH2:27][NH:26][CH2:25]3)[N:15]=2)=[CH:10][CH:9]=1)[C:2]1[CH:7]=[CH:6][CH:5]=[CH:4][CH:3]=1.[C:30](OC(=O)C)(=[O:32])[CH3:31].CCN(C(C)C)C(C)C.C(#N)C. Given the product [NH2:23][C:21]1[N:20]=[CH:19][N:18]=[C:17]2[N:16]([C@@H:24]3[CH2:29][CH2:28][CH2:27][N:26]([C:30](=[O:32])[CH3:31])[CH2:25]3)[N:15]=[C:14]([C:11]3[CH:10]=[CH:9][C:8]([O:1][C:2]4[CH:7]=[CH:6][CH:5]=[CH:4][CH:3]=4)=[CH:13][CH:12]=3)[C:22]=12, predict the reactants needed to synthesize it. (7) Given the product [CH2:30]([N:4]([CH2:2][CH3:3])[C:5]([C:7]1[CH:8]=[CH:9][CH:10]=[C:11]2[C:15]=1[NH:14][CH:13]=[C:12]2[CH2:16][C@H:17]([N:19]1[CH2:20][C@@H:21]([C:23]2[CH:28]=[CH:27][CH:26]=[C:25]([Cl:29])[CH:24]=2)[O:22][C:40]1=[O:42])[CH3:18])=[O:6])[CH3:31], predict the reactants needed to synthesize it. The reactants are: Cl.[CH2:2]([N:4]([CH2:30][CH3:31])[C:5]([C:7]1[CH:8]=[CH:9][CH:10]=[C:11]2[C:15]=1[NH:14][CH:13]=[C:12]2[CH2:16][C@H:17]([NH:19][CH2:20][C@@H:21]([C:23]1[CH:28]=[CH:27][CH:26]=[C:25]([Cl:29])[CH:24]=1)[OH:22])[CH3:18])=[O:6])[CH3:3].C(N(CC)CC)C.Cl[C:40](Cl)([O:42]C(=O)OC(Cl)(Cl)Cl)Cl.C(=O)([O-])O.[Na+]. (8) Given the product [NH2:35][CH:27]1[CH2:26][CH2:25][CH:24]([N:8]2[C:4]3=[N:5][CH:6]=[N:7][C:2]([NH2:1])=[C:3]3[C:10]([C:11]3[CH:16]=[CH:15][C:14]([O:17][C:18]4[CH:19]=[CH:20][CH:21]=[CH:22][CH:23]=4)=[CH:13][CH:12]=3)=[N:9]2)[CH2:29][CH2:28]1, predict the reactants needed to synthesize it. The reactants are: [NH2:1][C:2]1[N:7]=[CH:6][N:5]=[C:4]2[N:8]([CH:24]3[CH2:29][CH2:28][C:27](=O)[CH2:26][CH2:25]3)[N:9]=[C:10]([C:11]3[CH:16]=[CH:15][C:14]([O:17][C:18]4[CH:23]=[CH:22][CH:21]=[CH:20][CH:19]=4)=[CH:13][CH:12]=3)[C:3]=12.C([O-])(=O)C.[NH4+:35]. (9) Given the product [ClH:14].[NH2:2][CH2:1][C:3]1[CH:4]=[C:5]([S:9]([NH:12][CH3:13])(=[O:11])=[O:10])[CH:6]=[CH:7][CH:8]=1, predict the reactants needed to synthesize it. The reactants are: [C:1]([C:3]1[CH:4]=[C:5]([S:9]([NH:12][CH3:13])(=[O:11])=[O:10])[CH:6]=[CH:7][CH:8]=1)#[N:2].[ClH:14].[H][H].